This data is from Forward reaction prediction with 1.9M reactions from USPTO patents (1976-2016). The task is: Predict the product of the given reaction. (1) The product is: [CH2:1]([O:16][C:14]1[CH:13]=[CH:12][CH:11]=[C:10]([Cl:9])[N:15]=1)[C:2]1[CH:7]=[CH:6][CH:5]=[CH:4][CH:3]=1. Given the reactants [CH2:1](Br)[C:2]1[CH:7]=[CH:6][CH:5]=[CH:4][CH:3]=1.[Cl:9][C:10]1[N:15]=[C:14]([OH:16])[CH:13]=[CH:12][CH:11]=1.C(=O)([O-])[O-].[K+].[K+], predict the reaction product. (2) Given the reactants [CH:1]1([NH:4][C:5]2[C:10]([C:11]([NH2:13])=[O:12])=[CH:9][N:8]=[C:7]([NH:14][C:15]3[CH:20]=[CH:19][C:18]([CH:21]4[CH2:26][CH2:25][N:24]([CH:27]([CH3:29])[CH3:28])[CH2:23][CH2:22]4)=[CH:17][CH:16]=3)[N:6]=2)[CH2:3][CH2:2]1.[C:30]1(=O)[CH2:35]CCC[CH2:31]1, predict the reaction product. The product is: [CH:27]1([N:24]2[CH2:25][CH2:26][CH:21]([C:18]3[CH:19]=[CH:20][C:15]([NH:14][C:7]4[N:6]=[C:5]([NH:4][CH:1]5[CH2:3][CH2:2]5)[C:10]([C:11]([NH2:13])=[O:12])=[CH:9][N:8]=4)=[CH:16][CH:17]=3)[CH2:22][CH2:23]2)[CH2:29][CH2:35][CH2:30][CH2:31][CH2:28]1.